This data is from Full USPTO retrosynthesis dataset with 1.9M reactions from patents (1976-2016). The task is: Predict the reactants needed to synthesize the given product. (1) Given the product [Br:1][C:2]1[CH:7]=[CH:6][CH:5]=[C:4]([CH2:8][CH2:9][N:10]2[CH2:15][CH2:14][N:13]([C:16]3[CH:25]=[CH:24][CH:23]=[C:22]4[C:17]=3[CH:18]=[CH:19][C:20]([CH3:26])=[N:21]4)[CH2:12][CH2:11]2)[C:3]=1[O:27][CH2:29][C:28](=[O:34])[CH3:33], predict the reactants needed to synthesize it. The reactants are: [Br:1][C:2]1[CH:7]=[CH:6][CH:5]=[C:4]([CH2:8][CH2:9][N:10]2[CH2:15][CH2:14][N:13]([C:16]3[CH:25]=[CH:24][CH:23]=[C:22]4[C:17]=3[CH:18]=[CH:19][C:20]([CH3:26])=[N:21]4)[CH2:12][CH2:11]2)[C:3]=1[OH:27].[C:28]1([OH:34])[CH:33]=CC=C[CH:29]=1.ClCC(N)=O.C(=O)([O-])[O-].[K+].[K+]. (2) Given the product [Br:29][CH2:5][C:4]([N:3]([CH2:8][CH3:9])[CH2:1][CH3:2])=[O:7], predict the reactants needed to synthesize it. The reactants are: [CH2:1]([N:3]([CH2:8][CH3:9])[C:4](=[O:7])[CH2:5]O)[CH3:2].C1(P(C2C=CC=CC=2)C2C=CC=CC=2)C=CC=CC=1.[Br:29]N1C(=O)CCC1=O.C(N(CC)C(C)C)(C)C. (3) Given the product [C:26]([C:25]1[C:13]2[CH:14]=[C:15]([CH2:17][CH2:18][CH2:19][CH2:20][CH2:21][CH2:22][CH2:23][CH3:24])[O:16][C:12]=2[CH:11]=[CH:10][C:9]=1[OH:8])([CH3:29])([CH3:28])[CH3:27], predict the reactants needed to synthesize it. The reactants are: C([O:8][C:9]1[CH:10]=[CH:11][C:12]2[O:16][C:15]([CH:17]=[CH:18][CH2:19][CH2:20][CH2:21][CH2:22][CH2:23][CH3:24])=[CH:14][C:13]=2[C:25]=1[C:26]([CH3:29])([CH3:28])[CH3:27])C1C=CC=CC=1. (4) The reactants are: [BH4-].[Na+].[C:3]([C:5]1[CH:6]=[C:7]([CH:29]=[CH:30][C:31]=1[C:32]([F:35])([F:34])[F:33])[O:8][C:9]1[CH:14]=[CH:13][C:12]([N:15]2[C:23]3[C:18](=[CH:19][CH:20]=[CH:21][CH:22]=3)[C:17]([C:24](=[O:28])[C:25]([NH2:27])=[O:26])=[CH:16]2)=[CH:11][CH:10]=1)#[N:4]. Given the product [C:3]([C:5]1[CH:6]=[C:7]([CH:29]=[CH:30][C:31]=1[C:32]([F:35])([F:33])[F:34])[O:8][C:9]1[CH:10]=[CH:11][C:12]([N:15]2[C:23]3[C:18](=[CH:19][CH:20]=[CH:21][CH:22]=3)[C:17]([CH:24]([OH:28])[C:25]([NH2:27])=[O:26])=[CH:16]2)=[CH:13][CH:14]=1)#[N:4], predict the reactants needed to synthesize it. (5) Given the product [F:1][C:2]1[CH:10]=[C:9]2[C:5]([C:6]([CH3:20])([CH3:19])[C:7](=[O:18])[NH:8]2)=[CH:4][CH:3]=1, predict the reactants needed to synthesize it. The reactants are: [F:1][C:2]1[CH:10]=[C:9]2[C:5]([C:6]([CH3:20])([CH3:19])[C:7](=[O:18])[N:8]2C(OC(C)(C)C)=O)=[CH:4][CH:3]=1.Cl.C(OCC)(=O)C. (6) Given the product [Br:1][C:2]1[CH:3]=[CH:4][C:5]([S:8]([CH:11]2[CH2:16][CH2:15][N:14]([CH3:19])[CH2:13][CH2:12]2)(=[O:9])=[O:10])=[CH:6][CH:7]=1, predict the reactants needed to synthesize it. The reactants are: [Br:1][C:2]1[CH:7]=[CH:6][C:5]([S:8]([CH:11]2[CH2:16][CH2:15][NH:14][CH2:13][CH2:12]2)(=[O:10])=[O:9])=[CH:4][CH:3]=1.CI.[CH3:19]CN(CC)CC. (7) Given the product [ClH:35].[CH2:27]([N:21]([CH2:22][CH2:23][CH:24]([CH3:26])[CH3:25])[C:20](=[O:34])[CH2:19][O:18][C:14]1[CH:13]=[CH:12][CH:11]=[C:10]2[C:15]=1[CH2:16][CH2:17][NH:8][CH2:9]2)[C:28]1[CH:33]=[CH:32][CH:31]=[CH:30][CH:29]=1, predict the reactants needed to synthesize it. The reactants are: C(OC([N:8]1[CH2:17][CH2:16][C:15]2[C:10](=[CH:11][CH:12]=[CH:13][C:14]=2[O:18][CH2:19][C:20](=[O:34])[N:21]([CH2:27][C:28]2[CH:33]=[CH:32][CH:31]=[CH:30][CH:29]=2)[CH2:22][CH2:23][CH:24]([CH3:26])[CH3:25])[CH2:9]1)=O)(C)(C)C.[ClH:35].